From a dataset of Reaction yield outcomes from USPTO patents with 853,638 reactions. Predict the reaction yield, written as a fraction of the theoretical maximum amount of product (1.0 means a 100% yield; for example, 0.34 means a 34% yield). (1) The reactants are C(O)(=O)C.C([N:12]1[CH2:17][CH2:16][C@@H:15]([CH3:18])[C@@H:14]([N:19]([CH3:29])[C:20]2[C:21]3[CH:28]=[CH:27][NH:26][C:22]=3[N:23]=[CH:24][N:25]=2)[CH2:13]1)C1C=CC=CC=1.[H][H].ClCCl. The catalyst is C(O)(C)C.O.[OH-].[OH-].[Pd+2]. The product is [CH3:29][N:19]([C@@H:14]1[C@H:15]([CH3:18])[CH2:16][CH2:17][NH:12][CH2:13]1)[C:20]1[C:21]2[CH:28]=[CH:27][NH:26][C:22]=2[N:23]=[CH:24][N:25]=1. The yield is 0.810. (2) The reactants are [ClH:1].Cl.[CH3:3][O:4][C:5]1[CH:10]=[CH:9][C:8]([NH:11][C:12]([N:14]2[CH2:19][CH2:18][NH:17][CH2:16][CH:15]2[CH2:20][O:21][C:22]2[CH:23]=[N:24][CH:25]=[CH:26][CH:27]=2)=[O:13])=[CH:7][CH:6]=1.[CH:28](O)=O.[OH-].[Na+]. The catalyst is C=O.O. The product is [ClH:1].[ClH:1].[CH3:3][O:4][C:5]1[CH:6]=[CH:7][C:8]([NH:11][C:12]([N:14]2[CH2:19][CH2:18][N:17]([CH3:28])[CH2:16][CH:15]2[CH2:20][O:21][C:22]2[CH:23]=[N:24][CH:25]=[CH:26][CH:27]=2)=[O:13])=[CH:9][CH:10]=1. The yield is 0.130. (3) The reactants are Cl[C:2]1[C:3]([C:11]#[N:12])=[N:4][C:5]([CH2:9][CH3:10])=[C:6]([CH3:8])[N:7]=1.ClC1C(C#N)=NC(C)=C(CC)N=1.Cl.[CH2:26]1[C:32]2[CH:33]=[CH:34][CH:35]=[CH:36][C:31]=2[CH2:30][CH2:29][NH:28][CH2:27]1.C(N(C(C)C)C(C)C)C. The catalyst is CN(C)C=O. The product is [CH2:9]([C:5]1[N:4]=[C:3]([C:11]#[N:12])[C:2]([N:28]2[CH2:27][CH2:26][C:32]3[CH:33]=[CH:34][CH:35]=[CH:36][C:31]=3[CH2:30][CH2:29]2)=[N:7][C:6]=1[CH3:8])[CH3:10]. The yield is 0.180. (4) The reactants are [OH:1][CH2:2][C@H:3]([CH2:19][CH:20]=[CH2:21])[CH2:4][C@H:5]1[CH2:9][O:8][C:7]([CH3:11])([CH3:10])[N:6]1[C:12]([O:14][C:15]([CH3:18])([CH3:17])[CH3:16])=[O:13].N1C=CN=C1.[CH3:27][C:28]([Si:31](Cl)([CH3:33])[CH3:32])([CH3:30])[CH3:29]. The catalyst is CN(C1C=CN=CC=1)C.C(Cl)Cl. The product is [Si:31]([O:1][CH2:2][C@H:3]([CH2:19][CH:20]=[CH2:21])[CH2:4][C@H:5]1[CH2:9][O:8][C:7]([CH3:11])([CH3:10])[N:6]1[C:12]([O:14][C:15]([CH3:18])([CH3:17])[CH3:16])=[O:13])([C:28]([CH3:30])([CH3:29])[CH3:27])([CH3:33])[CH3:32]. The yield is 0.570. (5) The reactants are [Si]([O:8][CH2:9][C:10]([CH3:16])([CH3:15])[C:11]([O:13]C)=O)(C(C)(C)C)(C)C.CC(C)C(=O)[CH2:20][C:21]#[N:22]. No catalyst specified. The product is [OH:8][CH2:9][C:10]([CH3:15])([CH3:16])[C:11](=[O:13])[CH2:20][C:21]#[N:22]. The yield is 0.290. (6) The reactants are [N:1]([CH2:4][CH:5]1[C:13]2[C:8](=[CH:9][CH:10]=[CH:11][CH:12]=2)[C:7](=[C:14]2[C:22]3[C:17](=[CH:18][CH:19]=[CH:20][CH:21]=3)[NH:16][C:15]2=[O:23])[O:6]1)=[C:2]=[O:3].[NH:24]1[CH2:29][CH2:28][CH2:27][CH2:26][CH2:25]1. The catalyst is C1COCC1. The product is [O:23]=[C:15]1[C:14](=[C:7]2[C:8]3[C:13](=[CH:12][CH:11]=[CH:10][CH:9]=3)[CH:5]([CH2:4][NH:1][C:2]([N:24]3[CH2:29][CH2:28][CH2:27][CH2:26][CH2:25]3)=[O:3])[O:6]2)[C:22]2[C:17](=[CH:18][CH:19]=[CH:20][CH:21]=2)[NH:16]1. The yield is 0.250. (7) The reactants are C(OC(=O)[NH:7][C:8]1[CH:13]=[N:12][C:11]([O:14][CH2:15][CH:16]=[CH2:17])=[CH:10][N:9]=1)(C)(C)C.FC(F)(F)C(O)=O.C(=O)(O)[O-].[Na+].[Cl-].[Na+]. The catalyst is C(Cl)Cl. The yield is 1.00. The product is [CH2:15]([O:14][C:11]1[N:12]=[CH:13][C:8]([NH2:7])=[N:9][CH:10]=1)[CH:16]=[CH2:17].